Dataset: Peptide-MHC class II binding affinity with 134,281 pairs from IEDB. Task: Regression. Given a peptide amino acid sequence and an MHC pseudo amino acid sequence, predict their binding affinity value. This is MHC class II binding data. (1) The peptide sequence is NCECNEEFFLDLFNR. The MHC is DRB1_0101 with pseudo-sequence DRB1_0101. The binding affinity (normalized) is 0.338. (2) The peptide sequence is NTLYLQMNSLRAEDT. The MHC is DRB5_0101 with pseudo-sequence DRB5_0101. The binding affinity (normalized) is 0.798. (3) The peptide sequence is ELVPEDPEDSAL. The MHC is DRB1_1101 with pseudo-sequence DRB1_1101. The binding affinity (normalized) is 0. (4) The peptide sequence is YNAVLTHVKINDKCP. The MHC is DRB1_0405 with pseudo-sequence DRB1_0405. The binding affinity (normalized) is 0.0746. (5) The peptide sequence is DEHIILYLVNFDKDR. The MHC is DRB5_0101 with pseudo-sequence DRB5_0101. The binding affinity (normalized) is 0.606. (6) The peptide sequence is TYEIAPVFVLL. The MHC is HLA-DQA10102-DQB10602 with pseudo-sequence HLA-DQA10102-DQB10602. The binding affinity (normalized) is 0.0944.